Predict which catalyst facilitates the given reaction. From a dataset of Catalyst prediction with 721,799 reactions and 888 catalyst types from USPTO. (1) Reactant: [C:1]1([S:7]([C@H:10]2[C@H:16]3[C@H:14]([O:15]3)[CH2:13][C@H:12]([OH:17])[C@@H:11]2[CH:18](C)C)(=[O:9])=[O:8])[CH:6]=[CH:5][CH:4]=[CH:3][CH:2]=1.CC(O)C. Product: [C:1]1([S:7]([C@H:10]2[C@H:16]3[C@H:14]([O:15]3)[CH2:13][C@H:12]([OH:17])[C@@H:11]2[CH3:18])(=[O:9])=[O:8])[CH:2]=[CH:3][CH:4]=[CH:5][CH:6]=1. The catalyst class is: 22. (2) Reactant: [CH3:1][O:2][CH2:3][CH2:4][O:5][C:6]1[CH:7]=[C:8]2[C:12](=[C:13]([N:15]([CH3:25])[S:16]([C:19]3[CH:24]=[CH:23][CH:22]=[CH:21][N:20]=3)(=[O:18])=[O:17])[CH:14]=1)[NH:11][C:10]([C:26]1[S:27][CH:28]([CH2:31][C:32]([O:34]CC)=[O:33])[CH2:29][N:30]=1)=[CH:9]2.[OH-].[Na+].O1CCCC1.Cl. Product: [CH3:1][O:2][CH2:3][CH2:4][O:5][C:6]1[CH:7]=[C:8]2[C:12](=[C:13]([N:15]([CH3:25])[S:16]([C:19]3[CH:24]=[CH:23][CH:22]=[CH:21][N:20]=3)(=[O:18])=[O:17])[CH:14]=1)[NH:11][C:10]([C:26]1[S:27][CH:28]([CH2:31][C:32]([OH:34])=[O:33])[CH2:29][N:30]=1)=[CH:9]2. The catalyst class is: 8. (3) Reactant: [CH3:1][O:2][CH2:3][C:4]1[CH:5]=[C:6]([CH:9]=[CH:10][CH:11]=1)[CH:7]=O.[N:12]([CH2:15][C:16]([O:18][CH3:19])=[O:17])=[N+:13]=[N-:14].C[O-].[Na+]. Product: [N:12]([C:15](=[CH:7][C:6]1[CH:9]=[CH:10][CH:11]=[C:4]([CH2:3][O:2][CH3:1])[CH:5]=1)[C:16]([O:18][CH3:19])=[O:17])=[N+:13]=[N-:14]. The catalyst class is: 5. (4) Reactant: [CH3:1][S@:2]([CH2:4][CH2:5][CH2:6][O:7][CH2:8][C:9]1[CH:14]=[CH:13][CH:12]=[CH:11][CH:10]=1)=[O:3].[S:15](N)([C:18]1[CH:26]=[CH:25][C:21]([N+:22]([O-:24])=[O:23])=[CH:20][CH:19]=1)(=[O:17])=[O:16].CCCCCC. Product: [S:15]([C:18]1[CH:26]=[CH:25][C:21]([N+:22]([O-:24])=[O:23])=[CH:20][CH:19]=1)([OH:3])(=[O:17])=[O:16].[CH3:1][S@@:2]([CH2:4][CH2:5][CH2:6][O:7][CH2:8][C:9]1[CH:14]=[CH:13][CH:12]=[CH:11][CH:10]=1)(=[NH:22])=[O:3]. The catalyst class is: 2. (5) Reactant: [O:1]=[C:2]([CH2:11][CH2:12][C:13]([O:15][CH:16]([CH3:18])[CH3:17])=[O:14])[CH2:3][CH2:4][C:5]([O:7][CH:8]([CH3:10])[CH3:9])=[O:6].[CH2:19](O)[CH2:20][OH:21].C1(C)C=CC(S([O-])(=O)=O)=CC=1.[NH+]1C=CC=CC=1. Product: [O:1]1[CH2:19][CH2:20][O:21][C:2]1([CH2:3][CH2:4][C:5]([O:7][CH:8]([CH3:10])[CH3:9])=[O:6])[CH2:11][CH2:12][C:13]([O:15][CH:16]([CH3:18])[CH3:17])=[O:14]. The catalyst class is: 11. (6) Reactant: I[C:2]1[CH:10]=[CH:9][CH:8]=[CH:7][C:3]=1[C:4]([OH:6])=[O:5].[NH2:11][C:12]1[N:16]([CH3:17])[N:15]=[CH:14][CH:13]=1.C([O-])([O-])=O.[K+].[K+]. Product: [CH3:17][N:16]1[C:12]([NH:11][C:2]2[C:3](=[CH:7][CH:8]=[CH:9][CH:10]=2)[C:4]([OH:6])=[O:5])=[CH:13][CH:14]=[N:15]1. The catalyst class is: 6. (7) Reactant: [CH2:1](O)[C:2]1[CH:10]=[CH:9][C:8]2[O:7][CH2:6][O:5][C:4]=2[CH:3]=1.C(N(CC)CC)C.S(Cl)([Cl:21])=O. The catalyst class is: 48. Product: [Cl:21][CH2:1][C:2]1[CH:10]=[CH:9][C:8]2[O:7][CH2:6][O:5][C:4]=2[CH:3]=1.